This data is from Forward reaction prediction with 1.9M reactions from USPTO patents (1976-2016). The task is: Predict the product of the given reaction. (1) Given the reactants [Na].Cl.[N:3]1[CH:8]=[CH:7][C:6]([CH2:9][C:10]#[N:11])=[CH:5][CH:4]=1.[O:12]1[CH:16]=[CH:15][CH:14]=[C:13]1[CH:17]=O.Cl.[NH2:20][C:21]([NH2:23])=[NH:22], predict the reaction product. The product is: [O:12]1[CH:16]=[CH:15][CH:14]=[C:13]1[C:17]1[N:20]=[C:21]([NH2:23])[N:22]=[C:10]([NH2:11])[C:9]=1[C:6]1[CH:7]=[CH:8][N:3]=[CH:4][CH:5]=1. (2) Given the reactants [CH3:1][N:2]([CH3:26])[CH:3]1[CH2:8][CH2:7][C:6]([C:9]2[C:10]([F:25])=[C:11]([NH:15][C:16](=[O:24])[C:17]3[CH:22]=[CH:21][C:20]([F:23])=[CH:19][CH:18]=3)[CH:12]=[CH:13][CH:14]=2)=[CH:5][CH2:4]1.[ClH:27], predict the reaction product. The product is: [ClH:27].[CH3:1][N:2]([CH3:26])[CH:3]1[CH2:8][CH2:7][C:6]([C:9]2[C:10]([F:25])=[C:11]([NH:15][C:16](=[O:24])[C:17]3[CH:22]=[CH:21][C:20]([F:23])=[CH:19][CH:18]=3)[CH:12]=[CH:13][CH:14]=2)=[CH:5][CH2:4]1.